From a dataset of Forward reaction prediction with 1.9M reactions from USPTO patents (1976-2016). Predict the product of the given reaction. (1) Given the reactants [NH2:1][C:2]1[C:10]([CH3:11])=[CH:9][CH:8]=[CH:7][C:3]=1[C:4]([OH:6])=O.N1[CH:16]=[CH:15]N=C1.C(Cl)(=O)C.Cl.[NH2:22][CH:23]1[CH2:28][CH2:27][C:26](=[O:29])[NH:25][C:24]1=[O:30].P(OC1C=CC=CC=1)(OC1C=CC=CC=1)OC1C=CC=CC=1, predict the reaction product. The product is: [CH3:15][C:16]1[N:22]([CH:23]2[CH2:28][CH2:27][C:26](=[O:29])[NH:25][C:24]2=[O:30])[C:4](=[O:6])[C:3]2[C:2](=[C:10]([CH3:11])[CH:9]=[CH:8][CH:7]=2)[N:1]=1. (2) The product is: [Br:34][C:15]1[C:14]2=[C:18]([OH:22])[CH:19]=[CH:20][CH:21]=[C:13]2[C:12]2[O:11][CH2:10][C:9]3[CH:26]=[C:5]([OH:4])[CH:6]=[CH:7][C:8]=3[C:17]=2[CH:16]=1. Given the reactants C([O:4][C:5]1[CH:6]=[CH:7][C:8]2[C:17]3[C:12](=[C:13]4[CH:21]=[CH:20][CH:19]=[C:18]([O:22]C(=O)C)[C:14]4=[CH:15][CH:16]=3)[O:11][CH2:10][C:9]=2[CH:26]=1)(=O)C.C1C(=O)N([Br:34])C(=O)C1, predict the reaction product. (3) Given the reactants [Cl:1][C:2]1[CH:7]=[CH:6][C:5]([C:8]2[S:9][CH:10]=[C:11]([CH2:13][S:14][C:15]3[C:20]([C:21]#[N:22])=[C:19]([C:23]4[CH:28]=[CH:27][C:26]([O:29][CH2:30][CH2:31][OH:32])=[CH:25][CH:24]=4)[C:18]([C:33]#[N:34])=[CH:17][N:16]=3)[N:12]=2)=[CH:4][CH:3]=1.[CH2:35]([NH2:38])[CH2:36][CH3:37], predict the reaction product. The product is: [Cl:1][C:2]1[CH:3]=[CH:4][C:5]([C:8]2[S:9][CH:10]=[C:11]([CH2:13][S:14][C:15]3[C:20]([C:21]#[N:22])=[C:19]([C:23]4[CH:28]=[CH:27][C:26]([O:29][CH2:30][CH2:31][OH:32])=[CH:25][CH:24]=4)[C:18]([C:33]#[N:34])=[C:17]([NH:38][CH2:35][CH2:36][CH3:37])[N:16]=3)[N:12]=2)=[CH:6][CH:7]=1. (4) Given the reactants C(O[C:9]1[C:21]([C:22]([N:24]2[CH2:28][CH2:27]SC2=S)=[O:23])=[CH:20][C:12]([C:13]([NH:15][CH2:16][CH2:17][O:18][CH3:19])=[O:14])=[CH:11][C:10]=1[C:30]([N:32]1[CH2:36][CH2:35][S:34][C:33]1=[S:37])=[O:31])C1C=CC=CC=1.[CH2:38]([O:45]C1C(C(N2CCSC2=S)=O)=CC(C(N2CCSC2=S)=O)=CC=1C(N1CCSC1=S)=O)[C:39]1[CH:44]=[CH:43][CH:42]=[CH:41][CH:40]=1.[CH3:76][O:77]CCN, predict the reaction product. The product is: [CH2:38]([O:45][C:11]1[C:10]([C:30]([N:32]2[CH2:36][CH2:35][S:34][C:33]2=[S:37])=[O:31])=[CH:9][C:21]([C:22]([NH:24][CH2:28][CH2:27][O:77][CH3:76])=[O:23])=[CH:20][C:12]=1[C:13]([NH:15][CH2:16][CH2:17][O:18][CH3:19])=[O:14])[C:39]1[CH:44]=[CH:43][CH:42]=[CH:41][CH:40]=1. (5) Given the reactants Br[C:2]1[CH:7]=[CH:6][CH:5]=[CH:4][C:3]=1[S:8]([N:11]([CH:25]([CH3:27])[CH3:26])[C:12]1[CH:17]=[CH:16][C:15]([C:18]([OH:24])([CH3:23])[C:19]([F:22])([F:21])[F:20])=[CH:14][CH:13]=1)(=[O:10])=[O:9].[CH:28]1(B(O)O)[CH2:30][CH2:29]1.[O-]P([O-])([O-])=O.[K+].[K+].[K+], predict the reaction product. The product is: [CH:28]1([C:2]2[CH:7]=[CH:6][CH:5]=[CH:4][C:3]=2[S:8]([N:11]([CH:25]([CH3:27])[CH3:26])[C:12]2[CH:17]=[CH:16][C:15]([C:18]([OH:24])([CH3:23])[C:19]([F:22])([F:21])[F:20])=[CH:14][CH:13]=2)(=[O:10])=[O:9])[CH2:30][CH2:29]1. (6) The product is: [CH3:1][C:2]1[S:3][C:4]([C:7]2[C:15]3[C:14]([C:16]4[CH:17]=[C:18]([CH:19]=[CH:20][CH:21]=4)[NH2:22])=[N:13][CH:12]=[N:11][C:10]=3[N:9]([CH2:25][O:26][CH2:27][CH2:28][Si:29]([CH3:30])([CH3:32])[CH3:31])[CH:8]=2)=[N:5][N:6]=1. Given the reactants [CH3:1][C:2]1[S:3][C:4]([C:7]2[C:15]3[C:14]([C:16]4[CH:21]=[CH:20][CH:19]=[C:18]([N+:22]([O-])=O)[CH:17]=4)=[N:13][CH:12]=[N:11][C:10]=3[N:9]([CH2:25][O:26][CH2:27][CH2:28][Si:29]([CH3:32])([CH3:31])[CH3:30])[CH:8]=2)=[N:5][N:6]=1, predict the reaction product. (7) Given the reactants [NH:1]([C:3](=[S:5])[NH2:4])[NH2:2].Cl[C:7](=[O:14])[CH2:8][C:9]([O:11][CH2:12][CH3:13])=[O:10], predict the reaction product. The product is: [NH2:4][C:3]([NH:1][NH:2][C:7](=[O:14])[CH2:8][C:9]([O:11][CH2:12][CH3:13])=[O:10])=[S:5]. (8) Given the reactants C1C2NC3C(=CC=CC=3)C=2C=C(C(O)=O)C=1.N1CCCCC1.C([N:28]1[C:40]2[CH:39]=[CH:38][C:37]([C:41]([N:43]3[CH2:48][CH2:47][CH2:46][CH2:45][CH2:44]3)=[O:42])=[CH:36][C:35]=2[C:34]2[C:29]1=[CH:30][CH:31]=[CH:32][CH:33]=2)CCCC, predict the reaction product. The product is: [CH:39]1[C:40]2[NH:28][C:29]3[C:34](=[CH:33][CH:32]=[CH:31][CH:30]=3)[C:35]=2[CH:36]=[C:37]([C:41]([N:43]2[CH2:44][CH2:45][CH2:46][CH2:47][CH2:48]2)=[O:42])[CH:38]=1. (9) Given the reactants Br[C:2]1[CH:7]=[CH:6][CH:5]=[CH:4][N:3]=1.[Li]CCCC.CO[C:15](=[O:29])[CH2:16][CH2:17][CH2:18][N:19]1[CH2:24][CH2:23][CH:22]([CH2:25][CH2:26][CH2:27][CH3:28])[CH2:21][CH2:20]1, predict the reaction product. The product is: [CH2:25]([CH:22]1[CH2:21][CH2:20][N:19]([CH2:18][CH2:17][CH2:16][C:15]([C:2]2[CH:7]=[CH:6][CH:5]=[CH:4][N:3]=2)=[O:29])[CH2:24][CH2:23]1)[CH2:26][CH2:27][CH3:28]. (10) Given the reactants S(O)(O[NH2:5])(=O)=O.C([O-])(=O)C.[Na+].[CH2:12]([O:19][C:20]1[CH:21]=[CH:22][C:23]([S:29]([O-:31])=[O:30])=[N:24][C:25]=1[N+:26]([O-:28])=[O:27])[C:13]1[CH:18]=[CH:17][CH:16]=[CH:15][CH:14]=1, predict the reaction product. The product is: [CH2:12]([O:19][C:20]1[CH:21]=[CH:22][C:23]([S:29]([NH2:5])(=[O:31])=[O:30])=[N:24][C:25]=1[N+:26]([O-:28])=[O:27])[C:13]1[CH:14]=[CH:15][CH:16]=[CH:17][CH:18]=1.